This data is from Full USPTO retrosynthesis dataset with 1.9M reactions from patents (1976-2016). The task is: Predict the reactants needed to synthesize the given product. (1) Given the product [CH2:42]([O:41][C:39](=[O:40])[CH2:38][N:24]1[CH:23]([CH2:28][OH:29])[C:22]2[CH:30]=[C:18]([C:6]3[C:5]4[C:9](=[CH:10][C:2]([F:1])=[CH:3][CH:4]=4)[N:8]([C:11]([O:13][C:14]([CH3:17])([CH3:16])[CH3:15])=[O:12])[CH:7]=3)[CH:19]=[CH:20][C:21]=2[S:25]1(=[O:26])=[O:27])[CH3:43], predict the reactants needed to synthesize it. The reactants are: [F:1][C:2]1[CH:10]=[C:9]2[C:5]([C:6]([C:18]3[CH:19]=[CH:20][C:21]4[S:25](=[O:27])(=[O:26])[NH:24][CH:23]([CH2:28][OH:29])[C:22]=4[CH:30]=3)=[CH:7][N:8]2[C:11]([O:13][C:14]([CH3:17])([CH3:16])[CH3:15])=[O:12])=[CH:4][CH:3]=1.C([O-])([O-])=O.[K+].[K+].Br[CH2:38][C:39]([O:41][CH2:42][CH3:43])=[O:40].O. (2) Given the product [CH2:1]([O:3][C:4]([CH:6]1[CH2:10][CH2:9][CH2:8][CH:7]1[C:11]1[CH:16]=[C:15]([O:17][CH3:18])[CH:14]=[CH:13][C:12]=1[O:19][CH3:20])=[O:5])[CH3:2], predict the reactants needed to synthesize it. The reactants are: [CH2:1]([O:3][C:4]([C:6]1[CH2:10][CH2:9][CH2:8][C:7]=1[C:11]1[CH:16]=[C:15]([O:17][CH3:18])[CH:14]=[CH:13][C:12]=1[O:19][CH3:20])=[O:5])[CH3:2]. (3) Given the product [Cl:1][C:2]1[CH:3]=[C:4]([N:8]2[CH:16]=[CH:11][C:12]([CH3:13])=[N:9]2)[CH:5]=[CH:6][CH:7]=1, predict the reactants needed to synthesize it. The reactants are: [Cl:1][C:2]1[CH:3]=[C:4]([NH:8][NH2:9])[CH:5]=[CH:6][CH:7]=1.Cl.[C:11]1(NN)[CH:16]=CC=[CH:13][CH:12]=1. (4) Given the product [CH3:1][N:2]([CH3:3])[CH2:16][CH:14]([OH:15])[CH2:13][O:12][CH2:11][CH2:10][CH2:9][Si:8]([CH3:23])([CH3:7])[CH2:17][CH2:18][Si:19]([CH3:22])([CH3:21])[CH3:20], predict the reactants needed to synthesize it. The reactants are: [CH3:1][NH:2][CH3:3].C(O)C.[CH3:7][Si:8]([CH3:23])([CH2:17][CH2:18][Si:19]([CH3:22])([CH3:21])[CH3:20])[CH2:9][CH2:10][CH2:11][O:12][CH2:13][CH:14]1[CH2:16][O:15]1. (5) Given the product [Cl:1][C:2]1[N:7]=[C:6]([O:28][C:25]2[CH:26]=[CH:27][C:22]([N+:19]([O-:21])=[O:20])=[C:23]([C:29]([F:30])([F:31])[F:32])[CH:24]=2)[CH:5]=[CH:4][N:3]=1, predict the reactants needed to synthesize it. The reactants are: [Cl:1][C:2]1[N:7]=[C:6](OC2C=CC([N+]([O-])=O)=C(C)C=2)[CH:5]=[CH:4][N:3]=1.[N+:19]([C:22]1[CH:27]=[CH:26][C:25]([OH:28])=[CH:24][C:23]=1[C:29]([F:32])([F:31])[F:30])([O-:21])=[O:20]. (6) Given the product [NH3:1].[OH:11][CH2:10][C:8]1[N:7]([CH2:12][CH2:13][CH2:14][C:15]([F:18])([F:17])[F:16])[C:6]2[CH:19]=[CH:20][C:3]([CH2:2][NH:1][C:21](=[O:22])[O:23][C:24]([CH3:27])([CH3:26])[CH3:25])=[CH:4][C:5]=2[N:9]=1, predict the reactants needed to synthesize it. The reactants are: [NH2:1][CH2:2][C:3]1[CH:20]=[CH:19][C:6]2[N:7]([CH2:12][CH2:13][CH2:14][C:15]([F:18])([F:17])[F:16])[C:8]([CH2:10][OH:11])=[N:9][C:5]=2[CH:4]=1.[C:21](O[C:21]([O:23][C:24]([CH3:27])([CH3:26])[CH3:25])=[O:22])([O:23][C:24]([CH3:27])([CH3:26])[CH3:25])=[O:22].C(N(C(C)C)CC)(C)C.C([O-])([O-])=O.[K+].[K+].